This data is from Full USPTO retrosynthesis dataset with 1.9M reactions from patents (1976-2016). The task is: Predict the reactants needed to synthesize the given product. (1) Given the product [Cl:15][C:13]1[CH:12]=[CH:11][C:4]2[N:5]([CH3:10])[C:6](=[O:9])[CH2:7][N:8]=[C:2]([C:33]3[CH:34]=[CH:35][C:30]([O:29][CH3:28])=[CH:31][CH:32]=3)[C:3]=2[CH:14]=1, predict the reactants needed to synthesize it. The reactants are: Cl[C:2]1[C:3]2[CH:14]=[C:13]([Cl:15])[CH:12]=[CH:11][C:4]=2[N:5]([CH3:10])[C:6](=[O:9])[CH2:7][N:8]=1.COCCOC.C([O-])([O-])=O.[Na+].[Na+].[CH3:28][O:29][C:30]1[CH:35]=[CH:34][C:33](B(O)O)=[CH:32][CH:31]=1. (2) Given the product [CH:24]1[C:23]2[CH:22]([CH2:21][O:20][C:18]([NH:17][C:11]3([C:14]([O:16][CH3:36])=[O:15])[CH2:10][CH2:9][N:8]([C:6]([O:5][C:2]([CH3:1])([CH3:3])[CH3:4])=[O:7])[CH2:13][CH2:12]3)=[O:19])[C:34]3[C:29](=[CH:30][CH:31]=[CH:32][CH:33]=3)[C:28]=2[CH:27]=[CH:26][CH:25]=1, predict the reactants needed to synthesize it. The reactants are: [CH3:1][C:2]([O:5][C:6]([N:8]1[CH2:13][CH2:12][C:11]([NH:17][C:18]([O:20][CH2:21][CH:22]2[C:34]3[CH:33]=[CH:32][CH:31]=[CH:30][C:29]=3[C:28]3[C:23]2=[CH:24][CH:25]=[CH:26][CH:27]=3)=[O:19])([C:14]([OH:16])=[O:15])[CH2:10][CH2:9]1)=[O:7])([CH3:4])[CH3:3].[Si](C=[N+]=[N-])(C)(C)[CH3:36].